From a dataset of Reaction yield outcomes from USPTO patents with 853,638 reactions. Predict the reaction yield, written as a fraction of the theoretical maximum amount of product (1.0 means a 100% yield; for example, 0.34 means a 34% yield). (1) The product is [O:6]1[C:5]2[CH:9]=[CH:10][C:2]([C:27]3[CH:26]=[C:25]([CH:30]=[CH:29][CH:28]=3)[O:24][CH2:23][CH:22]([OH:40])[CH2:21][N:12]3[CH2:13][CH2:14][C:15]4[C:20](=[CH:19][CH:18]=[CH:17][CH:16]=4)[CH2:11]3)=[CH:3][C:4]=2[O:8][CH2:7]1. The reactants are Br[C:2]1[CH:10]=[CH:9][C:5]2[O:6][CH2:7][O:8][C:4]=2[CH:3]=1.[CH2:11]1[C:20]2[C:15](=[CH:16][CH:17]=[CH:18][CH:19]=2)[CH2:14][CH2:13][N:12]1[CH2:21][CH:22]([OH:40])[CH2:23][O:24][C:25]1[CH:30]=[CH:29][CH:28]=[C:27](B2OC(C)(C)C(C)(C)O2)[CH:26]=1.C([O-])([O-])=O.[K+].[K+]. The catalyst is O1CCOCC1.O.C1C=CC(P(C2C=CC=CC=2)[C-]2C=CC=C2)=CC=1.C1C=CC(P(C2C=CC=CC=2)[C-]2C=CC=C2)=CC=1.Cl[Pd]Cl.[Fe+2]. The yield is 0.737. (2) The reactants are Cl.[CH3:2][NH:3][OH:4].CO[Na].[Br:8][C:9]1[CH:10]=[C:11]2C(=[CH:17][CH:18]=1)O[CH2:14][CH2:13][C:12]2=[N:19][C:20]#[N:21].[CH3:22][OH:23]. No catalyst specified. The product is [Br:8][C:9]1[CH:10]=[C:11]2[C:12]3([O:4][N:3]([CH3:2])[C:20]([NH2:21])=[N:19]3)[CH2:13][CH2:14][O:23][C:22]2=[CH:17][CH:18]=1. The yield is 0.880. (3) The reactants are [OH:1][C:2]1[CH:7]=[CH:6][C:5]([N:8]2[C:13](=[O:14])[C:12]([CH2:15][C:16]3[CH:21]=[CH:20][C:19]([C:22]4[C:23]([C:28]#[N:29])=[CH:24][CH:25]=[CH:26][CH:27]=4)=[CH:18][CH:17]=3)=[C:11]([CH2:30][CH2:31][CH3:32])[N:10]3[N:33]=[CH:34][CH:35]=[C:9]23)=[CH:4][CH:3]=1.[CH3:36][C@@H:37]1[O:39][C@H:38]1[CH3:40].C(=O)([O-])[O-].[Cs+].[Cs+].C(OCC)(=O)C. The catalyst is CN(C)C=O. The product is [OH:39][C@@H:38]([CH3:40])[C@H:37]([O:1][C:2]1[CH:3]=[CH:4][C:5]([N:8]2[C:13](=[O:14])[C:12]([CH2:15][C:16]3[CH:21]=[CH:20][C:19]([C:22]4[C:23]([C:28]#[N:29])=[CH:24][CH:25]=[CH:26][CH:27]=4)=[CH:18][CH:17]=3)=[C:11]([CH2:30][CH2:31][CH3:32])[N:10]3[N:33]=[CH:34][CH:35]=[C:9]23)=[CH:6][CH:7]=1)[CH3:36]. The yield is 0.540.